Dataset: Peptide-MHC class I binding affinity with 185,985 pairs from IEDB/IMGT. Task: Regression. Given a peptide amino acid sequence and an MHC pseudo amino acid sequence, predict their binding affinity value. This is MHC class I binding data. (1) The peptide sequence is LPEFERRTL. The MHC is HLA-A69:01 with pseudo-sequence HLA-A69:01. The binding affinity (normalized) is 0.0847. (2) The peptide sequence is GLKIEEIEK. The MHC is HLA-A68:01 with pseudo-sequence HLA-A68:01. The binding affinity (normalized) is 0.101. (3) The peptide sequence is TLFVEECLR. The MHC is HLA-A68:01 with pseudo-sequence HLA-A68:01. The binding affinity (normalized) is 0.685. (4) The MHC is HLA-B53:01 with pseudo-sequence HLA-B53:01. The binding affinity (normalized) is 0. The peptide sequence is ISTNIRQAGVQYSR.